From a dataset of Reaction yield outcomes from USPTO patents with 853,638 reactions. Predict the reaction yield, written as a fraction of the theoretical maximum amount of product (1.0 means a 100% yield; for example, 0.34 means a 34% yield). (1) The reactants are C([Li])CCC.Br[C:7]1[CH:12]=[CH:11][C:10]([S:13]([NH:16][C@H:17]([CH3:21])[CH2:18][O:19][CH3:20])(=[O:15])=[O:14])=[CH:9][CH:8]=1.B(OC(C)C)(OC(C)C)OC(C)C.[ClH:35].C(=O)([O-])[O-].[Na+].[Na+].[NH2:42][C:43]1[C:44]([C:50]([NH:52][C:53]2[CH:54]=[N:55][CH:56]=[CH:57][CH:58]=2)=[O:51])=[N:45][C:46](Br)=[CH:47][N:48]=1. The catalyst is O1CCCC1.C(Cl)Cl.C(OCC)C.C1C=CC(P(C2C=CC=CC=2)[C-]2C=CC=C2)=CC=1.C1C=CC(P(C2C=CC=CC=2)[C-]2C=CC=C2)=CC=1.Cl[Pd]Cl.[Fe+2]. The product is [ClH:35].[NH2:42][C:43]1[C:44]([C:50]([NH:52][C:53]2[CH:54]=[N:55][CH:56]=[CH:57][CH:58]=2)=[O:51])=[N:45][C:46]([C:7]2[CH:12]=[CH:11][C:10]([S:13]([NH:16][C@H:17]([CH3:21])[CH2:18][O:19][CH3:20])(=[O:15])=[O:14])=[CH:9][CH:8]=2)=[CH:47][N:48]=1. The yield is 0.350. (2) The reactants are [Cl-].[CH3:2][O:3]C[P+](C1C=CC=CC=1)(C1C=CC=CC=1)C1C=CC=CC=1.C1([Li])C=CC=CC=1.C1CCCCC1.[Br:37][C:38]1[CH:45]=[CH:44][C:41]([CH:42]=O)=[C:40]([O:46][C:47]([F:50])([F:49])[F:48])[CH:39]=1. The catalyst is CCOCC. The product is [Br:37][C:38]1[CH:45]=[CH:44][C:41]([CH2:42][CH:2]=[O:3])=[C:40]([O:46][C:47]([F:50])([F:49])[F:48])[CH:39]=1. The yield is 0.300. (3) The reactants are [NH2:1][CH2:2][C:3]1[CH:8]=[CH:7][C:6]([C:9]2[C:14]([CH3:15])=[CH:13][CH:12]=[C:11]([NH:16][C:17]([C:19]3([C:22]4[CH:30]=[CH:29][C:25]5[O:26][CH2:27][O:28][C:24]=5[CH:23]=4)[CH2:21][CH2:20]3)=[O:18])[CH:10]=2)=[CH:5][CH:4]=1.[CH2:31]([S:34](Cl)(=[O:36])=[O:35])[CH2:32][CH3:33].CCN(CC)CC. The catalyst is ClCCl. The product is [O:26]1[C:25]2[CH:29]=[CH:30][C:22]([C:19]3([C:17]([NH:16][C:11]4[CH:10]=[C:9]([C:6]5[CH:5]=[CH:4][C:3]([CH2:2][NH:1][S:34]([CH2:31][CH2:32][CH3:33])(=[O:36])=[O:35])=[CH:8][CH:7]=5)[C:14]([CH3:15])=[CH:13][CH:12]=4)=[O:18])[CH2:20][CH2:21]3)=[CH:23][C:24]=2[O:28][CH2:27]1. The yield is 0.100. (4) The reactants are Cl[C:2]1[N:7]2[N:8]=[CH:9][C:10]([C:11]([O:13][CH2:14][CH3:15])=[O:12])=[C:6]2[N:5]=[CH:4][C:3]=1[C:16]([N:18]1[CH2:23][CH2:22][CH:21]([C:24]2[CH:29]=[CH:28][CH:27]=[CH:26][CH:25]=2)[CH2:20][CH2:19]1)=[O:17].[NH2:30][C:31]1[CH:39]=[C:38]2[C:34]([CH:35]=[CH:36][NH:37]2)=[CH:33][CH:32]=1. No catalyst specified. The product is [CH2:14]([O:13][C:11]([C:10]1[CH:9]=[N:8][N:7]2[C:2]([NH:30][C:31]3[CH:39]=[C:38]4[C:34]([CH:35]=[CH:36][NH:37]4)=[CH:33][CH:32]=3)=[C:3]([C:16]([N:18]3[CH2:23][CH2:22][CH:21]([C:24]4[CH:29]=[CH:28][CH:27]=[CH:26][CH:25]=4)[CH2:20][CH2:19]3)=[O:17])[CH:4]=[N:5][C:6]=12)=[O:12])[CH3:15]. The yield is 0.980. (5) The reactants are Br[C:2]1[CH:3]=[C:4]2[C:9]([NH:10][CH2:11][CH2:12][CH3:13])=[C:8]([C:14]([NH2:16])=[O:15])[CH:7]=[N:6][N:5]2[CH:17]=1.[C:18]1(B(O)O)[CH:23]=[CH:22][CH:21]=[CH:20][CH:19]=1.C(=O)([O-])[O-].[K+].[K+]. The catalyst is C(COC)OC.[Pd].C1(P(C2C=CC=CC=2)C2C=CC=CC=2)C=CC=CC=1.C1(P(C2C=CC=CC=2)C2C=CC=CC=2)C=CC=CC=1.C1(P(C2C=CC=CC=2)C2C=CC=CC=2)C=CC=CC=1.C1(P(C2C=CC=CC=2)C2C=CC=CC=2)C=CC=CC=1. The product is [C:18]1([C:2]2[CH:3]=[C:4]3[C:9]([NH:10][CH2:11][CH2:12][CH3:13])=[C:8]([C:14]([NH2:16])=[O:15])[CH:7]=[N:6][N:5]3[CH:17]=2)[CH:23]=[CH:22][CH:21]=[CH:20][CH:19]=1. The yield is 0.800. (6) The reactants are [NH2:1][OH:2].Cl.[CH:4]([C:6]1[C:14]2[C:9](=[CH:10][CH:11]=[C:12]([CH:15]3[C:20]([C:21]#[N:22])=[C:19]([CH3:23])[NH:18][C:17]([CH3:24])=[C:16]3[C:25]#[N:26])[CH:13]=2)[NH:8][N:7]=1)=O. The catalyst is N1C=CC=CC=1. The product is [OH:2]/[N:1]=[CH:4]/[C:6]1[C:14]2[C:9](=[CH:10][CH:11]=[C:12]([CH:15]3[C:20]([C:21]#[N:22])=[C:19]([CH3:23])[NH:18][C:17]([CH3:24])=[C:16]3[C:25]#[N:26])[CH:13]=2)[NH:8][N:7]=1. The yield is 0.680. (7) The reactants are C(N(CC)CC)C.[Br:8][C:9]1[CH:14]=[CH:13][C:12]([N+:15]([O-:17])=[O:16])=[C:11](F)[CH:10]=1.[CH3:19][CH:20]([NH2:27])[C:21]1[CH:26]=[CH:25][CH:24]=[CH:23][CH:22]=1. The catalyst is C(O)C. The product is [Br:8][C:9]1[CH:14]=[CH:13][C:12]([N+:15]([O-:17])=[O:16])=[C:11]([CH:10]=1)[NH:27][CH:20]([C:21]1[CH:26]=[CH:25][CH:24]=[CH:23][CH:22]=1)[CH3:19]. The yield is 0.740. (8) The reactants are [CH:1]1([CH:7]([C:9]2[C:10]([CH2:24][O:25][CH3:26])=[N:11][N:12]([C:14]3[CH:19]=[CH:18][C:17]([C:20]([F:23])([F:22])[F:21])=[CH:16][N:15]=3)[CH:13]=2)O)[CH2:6][CH2:5][CH2:4][CH2:3][CH2:2]1.[NH2:27][C:28]1[CH:33]=[CH:32][C:31]([C:34]([NH:36][CH2:37][CH2:38][C:39]([O:41]CC)=[O:40])=[O:35])=[CH:30][CH:29]=1. No catalyst specified. The product is [CH:1]1([CH:7]([NH:27][C:28]2[CH:29]=[CH:30][C:31]([C:34]([NH:36][CH2:37][CH2:38][C:39]([OH:41])=[O:40])=[O:35])=[CH:32][CH:33]=2)[C:9]2[C:10]([CH2:24][O:25][CH3:26])=[N:11][N:12]([C:14]3[CH:19]=[CH:18][C:17]([C:20]([F:23])([F:22])[F:21])=[CH:16][N:15]=3)[CH:13]=2)[CH2:6][CH2:5][CH2:4][CH2:3][CH2:2]1. The yield is 0.100. (9) The reactants are [Cl:1][C:2]1[CH:9]=[CH:8][C:5]([CH2:6][NH2:7])=[C:4]([C:10]([F:13])([F:12])[F:11])[CH:3]=1.ClC(Cl)(O[C:18](=[O:24])[O:19][C:20](Cl)(Cl)Cl)Cl.[N-:26]=[C:27]=[O:28]. The catalyst is CCOC(C)=O.CN(C=O)C. The product is [Cl:1][C:2]1[CH:9]=[CH:8][C:5]([CH2:6][NH:7][C:27]([NH:26][C:5]2[C:6]3[NH:7][C:18](=[O:24])[O:19][C:20]=3[CH:2]=[CH:3][CH:4]=2)=[O:28])=[C:4]([C:10]([F:11])([F:12])[F:13])[CH:3]=1. The yield is 0.0970. (10) The product is [C:22]([O:26][C:27](=[O:28])[NH:29][C:30]1[S:31][C:32]([C:38]2[CH:39]=[CH:40][CH:41]=[CH:42][CH:43]=2)=[CH:33][C:34]=1[C:35]([N:17]1[CH2:16][CH2:15][CH:14]([N:10]2[CH2:11][CH2:12][CH2:13][CH:8]([C:6]([N:5]([CH2:3][CH3:4])[CH2:20][CH3:21])=[O:7])[CH2:9]2)[CH2:19][CH2:18]1)=[O:36])([CH3:25])([CH3:23])[CH3:24]. The yield is 0.809. The reactants are Cl.Cl.[CH2:3]([N:5]([CH2:20][CH3:21])[C:6]([CH:8]1[CH2:13][CH2:12][CH2:11][N:10]([CH:14]2[CH2:19][CH2:18][NH:17][CH2:16][CH2:15]2)[CH2:9]1)=[O:7])[CH3:4].[C:22]([O:26][C:27]([NH:29][C:30]1[S:31][C:32]([C:38]2[CH:43]=[CH:42][CH:41]=[CH:40][CH:39]=2)=[CH:33][C:34]=1[C:35](O)=[O:36])=[O:28])([CH3:25])([CH3:24])[CH3:23]. No catalyst specified.